This data is from Retrosynthesis with 50K atom-mapped reactions and 10 reaction types from USPTO. The task is: Predict the reactants needed to synthesize the given product. (1) The reactants are: CCOC(=O)C1(Oc2cccc(-c3cccc(OCc4ccccc4)c3)c2)CCC1. Given the product CCOC(=O)C1(Oc2cccc(-c3cccc(O)c3)c2)CCC1, predict the reactants needed to synthesize it. (2) Given the product N#Cc1cccc2c1CC(=NN)c1ccccc1S2, predict the reactants needed to synthesize it. The reactants are: N#Cc1cccc2c1CC(=O)c1ccccc1S2.NN. (3) Given the product Fc1cnc(Cl)nc1Nc1ccc(Cl)nc1, predict the reactants needed to synthesize it. The reactants are: Fc1cnc(Cl)nc1Cl.Nc1ccc(Cl)nc1. (4) Given the product CCOc1cc(Cl)c(S(=O)(=O)NC(C)(C)C)cc1C1=N[C@@](C)(c2ccc(Cl)cc2)[C@@](C)(c2ccc(Cl)cc2)N1C(=O)N1CCN(CCC(O)CO)CC1, predict the reactants needed to synthesize it. The reactants are: CCOc1cc(Cl)c(S(=O)(=O)NC(C)(C)C)cc1C1=NC(C)(c2ccc(Cl)cc2)C(C)(c2ccc(Cl)cc2)N1C(=O)Cl.OCC(O)CCN1CCNCC1. (5) Given the product O=[N+]([O-])c1cnc2ccc(OCc3ccccc3)cc2c1NCC1CCOCC1, predict the reactants needed to synthesize it. The reactants are: NCC1CCOCC1.O=[N+]([O-])c1cnc2ccc(OCc3ccccc3)cc2c1Cl.